This data is from NCI-60 drug combinations with 297,098 pairs across 59 cell lines. The task is: Regression. Given two drug SMILES strings and cell line genomic features, predict the synergy score measuring deviation from expected non-interaction effect. (1) Drug 1: CC1=C(C=C(C=C1)NC(=O)C2=CC=C(C=C2)CN3CCN(CC3)C)NC4=NC=CC(=N4)C5=CN=CC=C5. Drug 2: C(=O)(N)NO. Cell line: NCI-H322M. Synergy scores: CSS=1.45, Synergy_ZIP=0.0751, Synergy_Bliss=-0.428, Synergy_Loewe=-3.02, Synergy_HSA=-1.77. (2) Drug 1: C1CCC(C1)C(CC#N)N2C=C(C=N2)C3=C4C=CNC4=NC=N3. Drug 2: C1=NC2=C(N=C(N=C2N1C3C(C(C(O3)CO)O)F)Cl)N. Cell line: OVCAR-8. Synergy scores: CSS=31.7, Synergy_ZIP=2.11, Synergy_Bliss=-0.607, Synergy_Loewe=-28.4, Synergy_HSA=-1.60. (3) Drug 1: CC1C(C(CC(O1)OC2CC(OC(C2O)C)OC3=CC4=CC5=C(C(=O)C(C(C5)C(C(=O)C(C(C)O)O)OC)OC6CC(C(C(O6)C)O)OC7CC(C(C(O7)C)O)OC8CC(C(C(O8)C)O)(C)O)C(=C4C(=C3C)O)O)O)O. Drug 2: C1CC(=O)NC(=O)C1N2C(=O)C3=CC=CC=C3C2=O. Cell line: HCC-2998. Synergy scores: CSS=65.5, Synergy_ZIP=4.53, Synergy_Bliss=9.36, Synergy_Loewe=-40.0, Synergy_HSA=4.93. (4) Drug 1: CCC1=CC2CC(C3=C(CN(C2)C1)C4=CC=CC=C4N3)(C5=C(C=C6C(=C5)C78CCN9C7C(C=CC9)(C(C(C8N6C)(C(=O)OC)O)OC(=O)C)CC)OC)C(=O)OC.C(C(C(=O)O)O)(C(=O)O)O. Drug 2: CCC1(CC2CC(C3=C(CCN(C2)C1)C4=CC=CC=C4N3)(C5=C(C=C6C(=C5)C78CCN9C7C(C=CC9)(C(C(C8N6C)(C(=O)OC)O)OC(=O)C)CC)OC)C(=O)OC)O.OS(=O)(=O)O. Cell line: OVCAR-4. Synergy scores: CSS=52.6, Synergy_ZIP=-7.41, Synergy_Bliss=-1.03, Synergy_Loewe=2.48, Synergy_HSA=2.37. (5) Drug 1: CS(=O)(=O)C1=CC(=C(C=C1)C(=O)NC2=CC(=C(C=C2)Cl)C3=CC=CC=N3)Cl. Drug 2: CN(C)C1=NC(=NC(=N1)N(C)C)N(C)C. Cell line: M14. Synergy scores: CSS=-11.9, Synergy_ZIP=3.20, Synergy_Bliss=-3.84, Synergy_Loewe=-8.35, Synergy_HSA=-8.27. (6) Drug 1: C1=NC(=NC(=O)N1C2C(C(C(O2)CO)O)O)N. Drug 2: C(=O)(N)NO. Cell line: RXF 393. Synergy scores: CSS=22.4, Synergy_ZIP=-2.17, Synergy_Bliss=0.202, Synergy_Loewe=-18.2, Synergy_HSA=-0.650. (7) Drug 1: CS(=O)(=O)CCNCC1=CC=C(O1)C2=CC3=C(C=C2)N=CN=C3NC4=CC(=C(C=C4)OCC5=CC(=CC=C5)F)Cl. Drug 2: CS(=O)(=O)OCCCCOS(=O)(=O)C. Cell line: NCIH23. Synergy scores: CSS=9.40, Synergy_ZIP=-1.71, Synergy_Bliss=1.18, Synergy_Loewe=-0.984, Synergy_HSA=0.408.